Task: Predict the product of the given reaction.. Dataset: Forward reaction prediction with 1.9M reactions from USPTO patents (1976-2016) (1) Given the reactants [C:1]([O:5][C:6](=[O:37])[NH:7][C:8]1[N:13]=[CH:12][C:11]([C:14]2[N:15]=[C:16]([N:31]3[CH2:36][CH2:35][O:34][CH2:33][CH2:32]3)[C:17]3[N:23]=[CH:22][C:21]([C:24]4[CH:29]=[CH:28][CH:27]=[C:26]([NH2:30])[CH:25]=4)=[CH:20][C:18]=3[N:19]=2)=[CH:10][N:9]=1)([CH3:4])([CH3:3])[CH3:2].N1C=CC=CC=1.[F:44][C:45]1[CH:50]=[CH:49][C:48]([S:51](Cl)(=[O:53])=[O:52])=[CH:47][CH:46]=1, predict the reaction product. The product is: [C:1]([O:5][C:6](=[O:37])[NH:7][C:8]1[N:9]=[CH:10][C:11]([C:14]2[N:15]=[C:16]([N:31]3[CH2:32][CH2:33][O:34][CH2:35][CH2:36]3)[C:17]3[N:23]=[CH:22][C:21]([C:24]4[CH:29]=[CH:28][CH:27]=[C:26]([NH:30][S:51]([C:48]5[CH:49]=[CH:50][C:45]([F:44])=[CH:46][CH:47]=5)(=[O:53])=[O:52])[CH:25]=4)=[CH:20][C:18]=3[N:19]=2)=[CH:12][N:13]=1)([CH3:4])([CH3:2])[CH3:3]. (2) Given the reactants [CH3:1][C:2]1([CH3:14])[CH2:11][CH2:10][CH2:9][C:8]2([CH3:12])[CH:3]1[CH2:4][CH2:5][C:6](=O)[CH2:7]2.[C:15](O)(=O)C.[CH:19]([NH2:21])=[NH:20], predict the reaction product. The product is: [CH3:1][C:2]1([CH3:14])[CH:3]2[CH2:4][C:5]3[CH:15]=[N:20][CH:19]=[N:21][C:6]=3[CH2:7][C:8]2([CH3:12])[CH2:9][CH2:10][CH2:11]1. (3) Given the reactants [Cl:1][C:2]1[CH:30]=[CH:29][C:5]([CH2:6][N:7]2[C:15]3[C:10](=[CH:11][C:12](/[CH:16]=[C:17]4/[C:18](=[O:28])[N:19]([C@H:23]5[CH2:27][CH2:26][NH:25][CH2:24]5)[C:20](=[O:22])[S:21]/4)=[CH:13][CH:14]=3)[CH:9]=[N:8]2)=[C:4]([C:31]([F:34])([F:33])[F:32])[CH:3]=1.[CH2:35]=O, predict the reaction product. The product is: [Cl:1][C:2]1[CH:30]=[CH:29][C:5]([CH2:6][N:7]2[C:15]3[C:10](=[CH:11][C:12](/[CH:16]=[C:17]4/[C:18](=[O:28])[N:19]([C@H:23]5[CH2:27][CH2:26][N:25]([CH3:35])[CH2:24]5)[C:20](=[O:22])[S:21]/4)=[CH:13][CH:14]=3)[CH:9]=[N:8]2)=[C:4]([C:31]([F:34])([F:33])[F:32])[CH:3]=1. (4) Given the reactants C(N(CC)[C:4]([C:6]1[CH:15]=[CH:14][C:13]2[C:8](=[CH:9][CH:10]=[CH:11][CH:12]=2)[C:7]=1[C:16]1[CH:21]=[CH:20][CH:19]=[C:18]([O:22][CH3:23])[CH:17]=1)=[O:5])C, predict the reaction product. The product is: [CH3:23][O:22][C:18]1[CH:17]=[C:16]([C:7]2[C:8]3[C:13](=[CH:12][CH:11]=[CH:10][CH:9]=3)[CH:14]=[CH:15][C:6]=2[CH:4]=[O:5])[CH:21]=[CH:20][CH:19]=1. (5) Given the reactants [C:1]1([CH3:7])[CH:6]=[CH:5][CH:4]=[CH:3][CH:2]=1.C(=O)([O-])[O-].[Na+].[Na+].C1(B(O)O)C=CC=CC=1.[NH2:23][C:24]1[CH:29]=[CH:28]C(I)=[CH:26][N:25]=1, predict the reaction product. The product is: [C:1]1([C:7]2[CH:28]=[CH:29][C:24]([NH2:23])=[N:25][CH:26]=2)[CH:6]=[CH:5][CH:4]=[CH:3][CH:2]=1.